Dataset: Forward reaction prediction with 1.9M reactions from USPTO patents (1976-2016). Task: Predict the product of the given reaction. (1) Given the reactants [N+:1]([C:4]1[CH:20]=[CH:19][C:7]([CH2:8][O:9][C:10]2[CH:11]=[C:12]([CH:16]=[CH:17][CH:18]=2)[C:13]([OH:15])=O)=[CH:6][CH:5]=1)([O-:3])=[O:2].S(Cl)(Cl)=O.[NH2:25][C:26]1[CH:31]=[CH:30][CH:29]=[CH:28][C:27]=1[S:32]([NH2:35])(=[O:34])=[O:33], predict the reaction product. The product is: [N+:1]([C:4]1[CH:5]=[CH:6][C:7]([CH2:8][O:9][C:10]2[CH:11]=[C:12]([CH:16]=[CH:17][CH:18]=2)[C:13]([NH:25][C:26]2[CH:31]=[CH:30][CH:29]=[CH:28][C:27]=2[S:32](=[O:34])(=[O:33])[NH2:35])=[O:15])=[CH:19][CH:20]=1)([O-:3])=[O:2]. (2) Given the reactants Cl.[NH2:2]O.C(=O)(O)[O-].[Na+].[N:9]1[CH:17]=[C:16]2[C:12]([N:13]=[CH:14][NH:15]2)=[N:11][C:10]=1[C:18]#[N:19], predict the reaction product. The product is: [N:9]1[CH:17]=[C:16]2[C:12]([N:13]=[CH:14][NH:15]2)=[N:11][C:10]=1[C:18](=[NH:2])[NH2:19]. (3) Given the reactants [C:1]([C:3]1[CH:8]=[CH:7][C:6]([N:9]2[C:13]([C:14]3[CH:19]=[CH:18][C:17]([CH3:20])=[CH:16][CH:15]=3)=[CH:12][C:11]([NH:21][C:22](=[O:28])[O:23][C:24]([CH3:27])([CH3:26])[CH3:25])=[N:10]2)=[CH:5][CH:4]=1)#[N:2].CC1C=CC(S(O[CH2:40][C@H:41]2[CH2:45][CH2:44][N:43]([C:46]([O:48][C:49]([CH3:52])([CH3:51])[CH3:50])=[O:47])[CH2:42]2)(=O)=O)=CC=1, predict the reaction product. The product is: [C:1]([C:3]1[CH:4]=[CH:5][C:6]([N:9]2[C:13]([C:14]3[CH:19]=[CH:18][C:17]([CH3:20])=[CH:16][CH:15]=3)=[CH:12][C:11]([N:21]([CH2:40][C@H:41]3[CH2:45][CH2:44][N:43]([C:46]([O:48][C:49]([CH3:50])([CH3:52])[CH3:51])=[O:47])[CH2:42]3)[C:22]([O:23][C:24]([CH3:25])([CH3:27])[CH3:26])=[O:28])=[N:10]2)=[CH:7][CH:8]=1)#[N:2]. (4) Given the reactants BrCC([C:5]1[CH:10]=[CH:9][CH:8]=[CH:7][CH:6]=1)=O.[C:11]1([NH2:18])C=CC=C[C:12]=1[NH2:17].CCN(C(C)C)C(C)C, predict the reaction product. The product is: [N:17]1[C:6]2[C:5](=[CH:10][CH:9]=[CH:8][CH:7]=2)[N:18]=[CH:11][CH:12]=1.